Dataset: Forward reaction prediction with 1.9M reactions from USPTO patents (1976-2016). Task: Predict the product of the given reaction. (1) Given the reactants [CH3:1][C:2]([CH3:23])=[CH:3][C:4]([NH:6][C:7]1[CH:22]=[CH:21][C:10]2[CH2:11][CH2:12][N:13]([C:16]([O:18][CH2:19][CH3:20])=[O:17])[CH2:14][CH2:15][C:9]=2[CH:8]=1)=[O:5].[Cl-].[Al+3].[Cl-].[Cl-], predict the reaction product. The product is: [CH3:23][C:2]1([CH3:1])[C:22]2[C:7](=[CH:8][C:9]3[CH2:15][CH2:14][N:13]([C:16]([O:18][CH2:19][CH3:20])=[O:17])[CH2:12][CH2:11][C:10]=3[CH:21]=2)[NH:6][C:4](=[O:5])[CH2:3]1. (2) Given the reactants C1(P(C2CCCCC2)C2CCCCC2)CCCCC1.C([O-])(=O)C.[B:33]1([B:33]2[O:37][C:36]([CH3:39])([CH3:38])[C:35]([CH3:41])([CH3:40])[O:34]2)[O:37][C:36]([CH3:39])([CH3:38])[C:35]([CH3:41])([CH3:40])[O:34]1.Br[C:43]1[CH:44]=[C:45]([C:49](=[O:54])[C:50]([F:53])([F:52])[F:51])[CH:46]=[CH:47][CH:48]=1, predict the reaction product. The product is: [F:51][C:50]([F:52])([F:53])[C:49]([C:45]1[CH:46]=[CH:47][CH:48]=[C:43]([B:33]2[O:34][C:35]([CH3:40])([CH3:41])[C:36]([CH3:38])([CH3:39])[O:37]2)[CH:44]=1)=[O:54]. (3) The product is: [F:1][C:2]1[CH:10]=[CH:9][C:5]([C:6]2[O:7][CH:12]=[C:13]([C:14]([O:16][CH2:17][CH3:18])=[O:15])[N:8]=2)=[CH:4][CH:3]=1. Given the reactants [F:1][C:2]1[CH:10]=[CH:9][C:5]([C:6]([NH2:8])=[O:7])=[CH:4][CH:3]=1.Br[CH2:12][C:13](=O)[C:14]([O:16][CH2:17][CH3:18])=[O:15].C(=O)([O-])O.[Na+], predict the reaction product. (4) Given the reactants [NH:1]1[CH2:5][CH2:4][CH:3]([OH:6])[CH2:2]1.[F:7][C:8]1[CH:15]=[CH:14][C:11]([CH2:12]Br)=[CH:10][CH:9]=1, predict the reaction product. The product is: [F:7][C:8]1[CH:15]=[CH:14][C:11]([CH2:12][N:1]2[CH2:5][CH2:4][CH:3]([OH:6])[CH2:2]2)=[CH:10][CH:9]=1.